This data is from Peptide-MHC class II binding affinity with 134,281 pairs from IEDB. The task is: Regression. Given a peptide amino acid sequence and an MHC pseudo amino acid sequence, predict their binding affinity value. This is MHC class II binding data. The peptide sequence is TSCSLMHTAVDLVNE. The MHC is DRB3_0101 with pseudo-sequence DRB3_0101. The binding affinity (normalized) is 0.371.